Dataset: Reaction yield outcomes from USPTO patents with 853,638 reactions. Task: Predict the reaction yield, written as a fraction of the theoretical maximum amount of product (1.0 means a 100% yield; for example, 0.34 means a 34% yield). (1) The reactants are CC1C2C(=CC=CC=2[N+]([O-])=O)NC=1.[CH3:14][C:15]1[C:23]2[C:18](=[CH:19][C:20]([N+:24]([O-])=O)=[CH:21][CH:22]=2)[NH:17][CH:16]=1. The catalyst is C(O)C.[Pd]. The product is [CH3:14][C:15]1[C:23]2[C:18](=[CH:19][C:20]([NH2:24])=[CH:21][CH:22]=2)[NH:17][CH:16]=1. The yield is 0.240. (2) The reactants are [Cl:1][C:2]1[CH:10]=[C:9]2[C:5]([C:6]([C:11]([O:13]C)=[O:12])=[CH:7][NH:8]2)=[CH:4][C:3]=1[C:15]1[CH:20]=[CH:19][C:18]([C@H:21]2[CH2:24][C@H:23]([OH:25])[CH2:22]2)=[CH:17][CH:16]=1.[OH-].[Na+].Cl. The catalyst is CO.O. The product is [Cl:1][C:2]1[CH:10]=[C:9]2[C:5]([C:6]([C:11]([OH:13])=[O:12])=[CH:7][NH:8]2)=[CH:4][C:3]=1[C:15]1[CH:16]=[CH:17][C:18]([C@H:21]2[CH2:24][C@H:23]([OH:25])[CH2:22]2)=[CH:19][CH:20]=1. The yield is 0.540. (3) The reactants are [Br:1][C:2]1[CH:3]=[C:4]2[C:15](=[CH:16][CH:17]=1)[O:14][C:7]1[C:8]([F:13])=[N:9][C:10]([Cl:12])=[CH:11][C:6]=1[C:5]2([CH2:25][C:26](OC(C)(C)C)=[O:27])[NH:18][S:19]([C:21]([CH3:24])([CH3:23])[CH3:22])=[O:20].[H-].C([Al+]CC(C)C)C(C)C. The catalyst is C1COCC1. The product is [Br:1][C:2]1[CH:3]=[C:4]2[C:15](=[CH:16][CH:17]=1)[O:14][C:7]1[C:8]([F:13])=[N:9][C:10]([Cl:12])=[CH:11][C:6]=1[C:5]2([NH:18][S:19]([C:21]([CH3:24])([CH3:23])[CH3:22])=[O:20])[CH2:25][CH2:26][OH:27]. The yield is 0.890. (4) The reactants are [F:1][C@H:2]1[CH2:6][CH2:5][N:4]([C:7]2[N:16]=[CH:15][CH:14]=[CH:13][C:8]=2[C:9](OC)=[O:10])[CH2:3]1.[H-].[Al+3].[Li+].[H-].[H-].[H-].O.[OH-].[Na+]. The catalyst is C1COCC1. The product is [F:1][C@H:2]1[CH2:6][CH2:5][N:4]([C:7]2[C:8]([CH2:9][OH:10])=[CH:13][CH:14]=[CH:15][N:16]=2)[CH2:3]1. The yield is 0.970. (5) The reactants are [Br:1][C:2]1[CH:11]=[C:10]2[C:5]([CH:6]=[CH:7][C:8](=[O:12])[NH:9]2)=[N:4][CH:3]=1.[H-].[Na+].Cl[CH2:16][C:17]1[CH:22]=[CH:21][C:20]([O:23][CH3:24])=[CH:19][CH:18]=1. The catalyst is CN(C=O)C. The product is [CH3:24][O:23][C:20]1[CH:21]=[CH:22][C:17]([CH2:16][N:9]2[C:10]3[C:5](=[N:4][CH:3]=[C:2]([Br:1])[CH:11]=3)[CH:6]=[CH:7][C:8]2=[O:12])=[CH:18][CH:19]=1. The yield is 0.454. (6) The reactants are [Cl:1][C:2]1[C:7]([S:8][C:9]2[CH:14]=[CH:13][CH:12]=[CH:11][CH:10]=2)=[C:6](N)[CH:5]=[CH:4][N:3]=1. The catalyst is CC(O)=O. The product is [Cl:1][C:2]1[C:7]2[S:8][C:9]3[CH:14]=[CH:13][CH:12]=[CH:11][C:10]=3[C:6]=2[CH:5]=[CH:4][N:3]=1. The yield is 0.880. (7) The reactants are [O:1]1[CH2:6][CH2:5][N:4]([C:7]2[S:8][C:9]([C:16]([F:19])([F:18])[F:17])=[C:10]([C:12](OC)=[O:13])[N:11]=2)[CH2:3][CH2:2]1.CO.[BH4-].[Li+]. The catalyst is O1CCCC1. The product is [O:1]1[CH2:6][CH2:5][N:4]([C:7]2[S:8][C:9]([C:16]([F:19])([F:17])[F:18])=[C:10]([CH2:12][OH:13])[N:11]=2)[CH2:3][CH2:2]1. The yield is 0.900. (8) The reactants are C1([O:7][C:8](=O)[N:9]([C:19]2[CH:24]=[C:23]([O:25][C:26]3[CH:31]=[CH:30][C:29]([NH:32][C:33]([C:35]4([C:38](=[O:47])[NH:39][C:40]5[CH:45]=[CH:44][C:43]([F:46])=[CH:42][CH:41]=5)[CH2:37][CH2:36]4)=[O:34])=[CH:28][C:27]=3[F:48])[CH:22]=[CH:21][N:20]=2)C(OC2C=CC=CC=2)=O)C=CC=CC=1.Cl.Cl.[CH3:52][N:53]([CH3:60])[CH:54]1[CH2:59][CH2:58][NH:57][CH2:56][CH2:55]1.C(N(CC)CC)C. The catalyst is CN(C)C=O. The product is [CH3:52][N:53]([CH3:60])[CH:54]1[CH2:59][CH2:58][N:57]([C:8]([NH:9][C:19]2[CH:24]=[C:23]([O:25][C:26]3[CH:31]=[CH:30][C:29]([NH:32][C:33]([C:35]4([C:38]([NH:39][C:40]5[CH:41]=[CH:42][C:43]([F:46])=[CH:44][CH:45]=5)=[O:47])[CH2:37][CH2:36]4)=[O:34])=[CH:28][C:27]=3[F:48])[CH:22]=[CH:21][N:20]=2)=[O:7])[CH2:56][CH2:55]1. The yield is 0.900. (9) The reactants are [ClH:1].[CH2:2]([C:10]1[N:11]=[C:12]([NH2:15])[NH:13][CH:14]=1)[CH2:3][CH2:4][CH2:5][CH2:6][CH2:7][C:8]#[CH:9].[N:16]([CH2:19][C:20]([CH3:28])=[CH:21][C:22]1[CH:27]=[CH:26][CH:25]=[CH:24][CH:23]=1)=[N+:17]=[N-:18]. No catalyst specified. The product is [ClH:1].[CH3:28][C:20](=[CH:21][C:22]1[CH:27]=[CH:26][CH:25]=[CH:24][CH:23]=1)[CH2:19][N:16]1[CH:9]=[C:8]([CH2:7][CH2:6][CH2:5][CH2:4][CH2:3][CH2:2][C:10]2[N:11]=[C:12]([NH2:15])[NH:13][CH:14]=2)[N:18]=[N:17]1. The yield is 0.850.